Dataset: Catalyst prediction with 721,799 reactions and 888 catalyst types from USPTO. Task: Predict which catalyst facilitates the given reaction. (1) The catalyst class is: 39. Reactant: [CH2:1]([O:4][C:5]1[CH:6]=[C:7]([OH:11])[CH:8]=[CH:9][CH:10]=1)[CH:2]=[CH2:3].C([O-])([O-])=O.[K+].[K+].F[C:19]1[CH:26]=[CH:25][C:22]([CH:23]=[O:24])=[CH:21][CH:20]=1. Product: [CH2:1]([O:4][C:5]1[CH:6]=[C:7]([CH:8]=[CH:9][CH:10]=1)[O:11][C:19]1[CH:26]=[CH:25][C:22]([CH:23]=[O:24])=[CH:21][CH:20]=1)[CH:2]=[CH2:3]. (2) Reactant: [I:1]N1C(=O)CCC1=O.[CH2:9]([C:11]1[CH:16]=[CH:15][N:14]=[C:13]([NH2:17])[CH:12]=1)[CH3:10]. Product: [CH2:9]([C:11]1[C:16]([I:1])=[CH:15][N:14]=[C:13]([NH2:17])[CH:12]=1)[CH3:10]. The catalyst class is: 52. (3) Reactant: P(Cl)(Cl)([Cl:3])=O.[C:6]([CH2:9][O:10][C:11]1[CH:19]=[CH:18][CH:17]=[CH:16][C:12]=1[C:13](O)=O)(O)=[O:7]. Product: [Cl:3][C:13]1[C:12]2[CH:16]=[CH:17][CH:18]=[CH:19][C:11]=2[O:10][C:9]=1[CH:6]=[O:7]. The catalyst class is: 3. (4) Reactant: [H-].[Na+].[CH2:3]([NH:10][C:11]([NH:13][CH2:14][C:15]#[N:16])=[O:12])[C:4]1[CH:9]=[CH:8][CH:7]=[CH:6][CH:5]=1. Product: [CH2:3]([N:10]1[C:15](=[NH:16])[CH2:14][NH:13][C:11]1=[O:12])[C:4]1[CH:9]=[CH:8][CH:7]=[CH:6][CH:5]=1. The catalyst class is: 1. (5) Reactant: [OH:1][C:2]1[CH:3]=[C:4]2[C:9](=[CH:10][CH:11]=1)[N:8]=[C:7]([CH2:12][CH:13]([CH3:15])[CH3:14])[C:6]([CH2:16][NH:17][C:18](=[O:24])[O:19][C:20]([CH3:23])([CH3:22])[CH3:21])=[C:5]2[C:25]1[CH:30]=[CH:29][C:28]([CH3:31])=[CH:27][CH:26]=1.C(=O)([O-])[O-].[K+].[K+].Cl.Cl[CH2:40][C:41]1[N:42]=[C:43]([CH3:46])[S:44][CH:45]=1.C(N(CC)CC)C. Product: [CH2:12]([C:7]1[C:6]([CH2:16][NH:17][C:18](=[O:24])[O:19][C:20]([CH3:23])([CH3:21])[CH3:22])=[C:5]([C:25]2[CH:26]=[CH:27][C:28]([CH3:31])=[CH:29][CH:30]=2)[C:4]2[C:9](=[CH:10][CH:11]=[C:2]([O:1][CH2:40][C:41]3[N:42]=[C:43]([CH3:46])[S:44][CH:45]=3)[CH:3]=2)[N:8]=1)[CH:13]([CH3:15])[CH3:14]. The catalyst class is: 35. (6) Reactant: C([Mg]Br)=C.[CH:5]1[CH:10]=[C:9](Cl)C=[C:7]([C:12]([O:14]O)=O)[CH:6]=1.FC(F)(OCC(O)CC1OC1)C(F)F.C(O)(=O)C.O. Product: [O:14]1[C@H:7]([CH2:6][CH2:5][CH2:10][CH3:9])[CH2:12]1.[O:14]1[CH:7]([CH2:6][CH2:5][CH2:10][CH3:9])[CH2:12]1. The catalyst class is: 1. (7) Reactant: C(N(CC)CC)C.[Cl:8][C:9]1[CH:17]=[CH:16][C:12]([C:13]([OH:15])=O)=[CH:11][C:10]=1[NH:18][C:19]([C:21]1[C:32](=[O:33])[NH:31][C:24]2[N:25]=[C:26]([O:29][CH3:30])[N:27]=[CH:28][C:23]=2[CH:22]=1)=[O:20].CN(C(ON1N=NC2C=CC=NC1=2)=[N+](C)C)C.F[P-](F)(F)(F)(F)F.[NH2:58][CH2:59][C:60]1[CH:61]=[N:62][CH:63]=[CH:64][CH:65]=1. Product: [Cl:8][C:9]1[CH:17]=[CH:16][C:12]([C:13](=[O:15])[NH:58][CH2:59][C:60]2[CH:61]=[N:62][CH:63]=[CH:64][CH:65]=2)=[CH:11][C:10]=1[NH:18][C:19]([C:21]1[C:32](=[O:33])[NH:31][C:24]2[N:25]=[C:26]([O:29][CH3:30])[N:27]=[CH:28][C:23]=2[CH:22]=1)=[O:20]. The catalyst class is: 3. (8) Reactant: C(OCC)(=O)C.[ClH:7].[C:8]([C:10]1[C:11]([NH:40][C:41]([C:43]2[O:44][CH:45]=[CH:46][CH:47]=2)=[O:42])=[N:12][C:13]([C:32]2[CH:37]=[CH:36][C:35]([F:38])=[CH:34][C:33]=2[OH:39])=[CH:14][C:15]=1[C:16]1[CH:21]=[CH:20][CH:19]=[C:18]([NH:22][C:23](=[O:31])[CH2:24][CH:25]([NH:28][CH2:29][CH3:30])[CH2:26][CH3:27])[CH:17]=1)#[N:9]. Product: [ClH:7].[C:8]([C:10]1[C:11]([NH:40][C:41]([C:43]2[O:44][CH:45]=[CH:46][CH:47]=2)=[O:42])=[N:12][C:13]([C:32]2[CH:37]=[CH:36][C:35]([F:38])=[CH:34][C:33]=2[OH:39])=[CH:14][C:15]=1[C:16]1[CH:21]=[CH:20][CH:19]=[C:18]([NH:22][C:23](=[O:31])[CH2:24][CH:25]([NH:28][CH2:29][CH3:30])[CH2:26][CH3:27])[CH:17]=1)#[N:9]. The catalyst class is: 13. (9) Reactant: [CH:1]1([C:6]2[C:20]([O:21][CH3:22])=[CH:19][CH:18]=[CH:17][C:7]=2[O:8][C:9]2[CH:16]=[CH:15][C:12]([C:13]#[N:14])=[CH:11][CH:10]=2)[CH2:5][CH2:4][CH2:3][CH2:2]1.[Br:23]N1C(=O)CCC1=O.C(OCC)C.O. Product: [Br:23][C:17]1[C:7]([O:8][C:9]2[CH:16]=[CH:15][C:12]([C:13]#[N:14])=[CH:11][CH:10]=2)=[C:6]([CH:1]2[CH2:2][CH2:3][CH2:4][CH2:5]2)[C:20]([O:21][CH3:22])=[CH:19][CH:18]=1. The catalyst class is: 10. (10) Reactant: [CH3:1][O:2][CH2:3][N:4]1[CH:8]=[CH:7][N:6]=[CH:5]1.C([Li])CCC.ClC1C=CC([C:21]([C:27]2[CH:32]=[CH:31][C:30]([N:33]([CH3:43])[S:34]([C:37]3[CH:42]=[CH:41][CH:40]=[CH:39][CH:38]=3)(=[O:36])=[O:35])=[CH:29][CH:28]=2)([OH:26])[C:22]([F:25])([F:24])[F:23])=CC=1. Product: [CH3:43][N:33]([C:30]1[CH:31]=[CH:32][C:27]([C:21]([OH:26])([C:5]2[N:4]([CH2:3][O:2][CH3:1])[CH:8]=[CH:7][N:6]=2)[C:22]([F:24])([F:25])[F:23])=[CH:28][CH:29]=1)[S:34]([C:37]1[CH:38]=[CH:39][CH:40]=[CH:41][CH:42]=1)(=[O:36])=[O:35]. The catalyst class is: 1.